Dataset: NCI-60 drug combinations with 297,098 pairs across 59 cell lines. Task: Regression. Given two drug SMILES strings and cell line genomic features, predict the synergy score measuring deviation from expected non-interaction effect. (1) Drug 1: CNC(=O)C1=CC=CC=C1SC2=CC3=C(C=C2)C(=NN3)C=CC4=CC=CC=N4. Drug 2: C1CC(C1)(C(=O)O)C(=O)O.[NH2-].[NH2-].[Pt+2]. Cell line: UACC62. Synergy scores: CSS=41.0, Synergy_ZIP=1.52, Synergy_Bliss=1.75, Synergy_Loewe=2.69, Synergy_HSA=2.80. (2) Drug 1: CN1CCC(CC1)COC2=C(C=C3C(=C2)N=CN=C3NC4=C(C=C(C=C4)Br)F)OC. Drug 2: C1CN(CCN1C(=O)CCBr)C(=O)CCBr. Cell line: HOP-92. Synergy scores: CSS=13.6, Synergy_ZIP=-5.76, Synergy_Bliss=-1.21, Synergy_Loewe=-10.6, Synergy_HSA=1.36. (3) Drug 1: CC(C1=C(C=CC(=C1Cl)F)Cl)OC2=C(N=CC(=C2)C3=CN(N=C3)C4CCNCC4)N. Drug 2: C(=O)(N)NO. Cell line: ACHN. Synergy scores: CSS=15.3, Synergy_ZIP=-4.68, Synergy_Bliss=2.47, Synergy_Loewe=1.84, Synergy_HSA=3.05.